From a dataset of Reaction yield outcomes from USPTO patents with 853,638 reactions. Predict the reaction yield, written as a fraction of the theoretical maximum amount of product (1.0 means a 100% yield; for example, 0.34 means a 34% yield). The reactants are [NH2:1][CH2:2][C:3]1[CH:8]=[CH:7][C:6]([NH:9][CH2:10][C:11]2[CH:16]=[CH:15][CH:14]=[CH:13][CH:12]=2)=[CH:5][CH:4]=1.[N:17]1[C:26]2[C:21](=[CH:22][C:23]([C:27](O)=[O:28])=[CH:24][CH:25]=2)[CH:20]=[CH:19][CH:18]=1.F[P-](F)(F)(F)(F)F.N1([P+](N(C)C)(N(C)C)N(C)C)C2C=CC=CC=2N=N1.C(N(CC)CC)C. The catalyst is CN(C)C=O.O. The product is [CH2:10]([NH:9][C:6]1[CH:7]=[CH:8][C:3]([CH2:2][NH:1][C:27]([C:23]2[CH:22]=[C:21]3[C:26](=[CH:25][CH:24]=2)[N:17]=[CH:18][CH:19]=[CH:20]3)=[O:28])=[CH:4][CH:5]=1)[C:11]1[CH:16]=[CH:15][CH:14]=[CH:13][CH:12]=1. The yield is 0.800.